From a dataset of KCNQ2 potassium channel screen with 302,405 compounds. Binary Classification. Given a drug SMILES string, predict its activity (active/inactive) in a high-throughput screening assay against a specified biological target. (1) The molecule is FC(F)(F)C1(NC(=O)N(C=2CC(CC(=O)C12)(C)C)c1ccc(cc1)C)C(F)(F)F. The result is 0 (inactive). (2) The compound is O(C(=O)C(NC(=O)C(NC(=O)CNC(=O)CNC(OCc1ccccc1)=O)C)C(CC)C)C. The result is 0 (inactive).